From a dataset of Forward reaction prediction with 1.9M reactions from USPTO patents (1976-2016). Predict the product of the given reaction. (1) Given the reactants [CH3:1][C:2]1[CH:10]=[C:9]2[C:5]([CH2:6][CH2:7][CH:8]2O)=[CH:4][CH:3]=1.O.C1(C)C=CC(S(O)(=O)=O)=CC=1, predict the reaction product. The product is: [CH3:1][C:2]1[CH:10]=[C:9]2[C:5](=[CH:4][CH:3]=1)[CH2:6][CH:7]=[CH:8]2. (2) Given the reactants [Br:1][C:2]1[CH:3]=[C:4]([CH:8]=[C:9]([C:11]([O:13][CH3:14])=[O:12])[CH:10]=1)[C:5](O)=[O:6], predict the reaction product. The product is: [Br:1][C:2]1[CH:10]=[C:9]([CH:8]=[C:4]([CH2:5][OH:6])[CH:3]=1)[C:11]([O:13][CH3:14])=[O:12]. (3) Given the reactants [Cl:1][C:2]1[N:3]=[C:4]([Cl:11])[C:5]2[CH:10]=[CH:9][NH:8][C:6]=2[N:7]=1.C([O-])([O-])=O.[K+].[K+].Br[CH2:19][CH:20]1[CH2:25][CH2:24][N:23]([C:26]([O:28][C:29]([CH3:32])([CH3:31])[CH3:30])=[O:27])[CH2:22][CH2:21]1, predict the reaction product. The product is: [Cl:1][C:2]1[N:3]=[C:4]([Cl:11])[C:5]2[CH:10]=[CH:9][N:8]([CH2:19][CH:20]3[CH2:25][CH2:24][N:23]([C:26]([O:28][C:29]([CH3:30])([CH3:32])[CH3:31])=[O:27])[CH2:22][CH2:21]3)[C:6]=2[N:7]=1. (4) Given the reactants Cl[C:2]1[C:11]([C:12]([OH:14])=[O:13])=[CH:10][C:9]2[C:4](=[CH:5][CH:6]=[C:7]([Cl:15])[CH:8]=2)[N:3]=1.[NH2:16][C@@H:17]([CH2:21][C:22]1[CH:27]=[CH:26][C:25]([O:28][C:29]2[CH:34]=[CH:33][C:32]([CH3:35])=[CH:31][N:30]=2)=[CH:24][CH:23]=1)[C:18]([OH:20])=[O:19], predict the reaction product. The product is: [C:18]([C@@H:17]([NH:16][C:2]1[C:11]([C:12]([OH:14])=[O:13])=[CH:10][C:9]2[C:4](=[CH:5][CH:6]=[C:7]([Cl:15])[CH:8]=2)[N:3]=1)[CH2:21][C:22]1[CH:23]=[CH:24][C:25]([O:28][C:29]2[CH:34]=[CH:33][C:32]([CH3:35])=[CH:31][N:30]=2)=[CH:26][CH:27]=1)([OH:20])=[O:19].